From a dataset of Full USPTO retrosynthesis dataset with 1.9M reactions from patents (1976-2016). Predict the reactants needed to synthesize the given product. Given the product [CH3:4][CH:2]([CH3:3])[CH2:1][CH:5]([C:6]([NH:27][S:24](/[CH:16]=[CH:17]/[C:18]1[CH:23]=[CH:22][CH:21]=[CH:20][CH:19]=1)(=[O:25])=[O:26])=[O:8])[C:11]([OH:13])=[O:12], predict the reactants needed to synthesize it. The reactants are: [CH2:1]([CH:5]([C:11]([O:13]CC)=[O:12])[C:6]([O:8]CC)=O)[CH:2]([CH3:4])[CH3:3].[CH:16](/[S:24]([NH2:27])(=[O:26])=[O:25])=[CH:17]\[C:18]1[CH:23]=[CH:22][CH:21]=[CH:20][CH:19]=1.